The task is: Predict the product of the given reaction.. This data is from Forward reaction prediction with 1.9M reactions from USPTO patents (1976-2016). The product is: [N:1]1[CH:6]=[CH:5][CH:4]=[CH:3][C:2]=1[CH:7]=[N:20][NH:19][C:10]1[CH:11]=[CH:12][C:13]2[C:18](=[CH:17][CH:16]=[CH:15][CH:14]=2)[N:9]=1. Given the reactants [N:1]1[CH:6]=[CH:5][CH:4]=[CH:3][C:2]=1[CH:7]=O.[N:9]1[C:18]2[C:13](=[CH:14][CH:15]=[CH:16][CH:17]=2)[CH:12]=[CH:11][C:10]=1[NH:19][NH2:20], predict the reaction product.